From a dataset of Tox21: 12 toxicity assays (nuclear receptors and stress response pathways). Binary classification across 12 toxicity assays. (1) The drug is O=Cc1ccc([N+](=O)[O-])cc1. It tested positive (active) for: NR-ER (Estrogen Receptor agonist activity). (2) The drug is CCC(=O)OCC(=O)[C@@]1(OC(=O)CC)[C@@H](C)C[C@H]2[C@@H]3CCC4=CC(=O)C=C[C@]4(C)[C@@]3(Cl)[C@@H](O)C[C@@]21C. It tested positive (active) for: NR-AR (Androgen Receptor agonist activity), NR-AR-LBD (Androgen Receptor Ligand Binding Domain agonist), and SR-MMP (Mitochondrial Membrane Potential disruption). (3) The compound is CC(C)c1ccc(O)c(C(C)C)c1. It tested positive (active) for: SR-MMP (Mitochondrial Membrane Potential disruption). (4) It tested positive (active) for: NR-PPAR-gamma (PPAR-gamma nuclear receptor agonist). The drug is CCN(CC)CCSC(=O)C(c1ccccc1)c1ccccc1. (5) It tested positive (active) for: SR-p53 (p53 tumor suppressor activation). The molecule is CCC1(C2=NCCN2)Cc2ccccc2O1.